From a dataset of Forward reaction prediction with 1.9M reactions from USPTO patents (1976-2016). Predict the product of the given reaction. (1) Given the reactants [CH:1](=[O:6])[CH2:2][CH:3]([CH3:5])[CH3:4].[CH2:7](O)[CH2:8][CH2:9][OH:10].[O-]S([O-])(=O)=O.[Na+].[Na+], predict the reaction product. The product is: [CH2:2]([CH:1]1[O:10][CH2:9][CH2:8][CH2:7][O:6]1)[CH:3]([CH3:5])[CH3:4]. (2) Given the reactants [C:1]([O:5][C:6]([NH:8][C@@H:9]1[CH2:11][C@H:10]1[C:12]1[CH:13]=[C:14]([CH:18]=[CH:19][CH:20]=1)[C:15]([OH:17])=O)=[O:7])([CH3:4])([CH3:3])[CH3:2].F[P-](F)(F)(F)(F)F.N1(OC(N(C)C)=[N+](C)C)C2N=CC=CC=2N=N1.[O:45]1[CH2:50][CH2:49][CH:48]([NH2:51])[CH2:47][CH2:46]1.C(N(CC)CC)C, predict the reaction product. The product is: [O:45]1[CH2:50][CH2:49][CH:48]([NH:51][C:15]([C:14]2[CH:13]=[C:12]([C@@H:10]3[CH2:11][C@H:9]3[NH:8][C:6](=[O:7])[O:5][C:1]([CH3:2])([CH3:3])[CH3:4])[CH:20]=[CH:19][CH:18]=2)=[O:17])[CH2:47][CH2:46]1.